Task: Predict the reaction yield, written as a fraction of the theoretical maximum amount of product (1.0 means a 100% yield; for example, 0.34 means a 34% yield).. Dataset: Reaction yield outcomes from USPTO patents with 853,638 reactions The reactants are [OH:1][C:2]1[CH:16]=[CH:15][C:5]([CH2:6][NH:7][C:8](=[O:14])[O:9][C:10]([CH3:13])([CH3:12])[CH3:11])=[CH:4][C:3]=1[O:17][CH3:18].C(=O)([O-])[O-].[K+].[K+].Cl.Cl[CH2:27][C:28]1[CH:29]=[CH:30][C:31]([O:34][CH3:35])=[N:32][CH:33]=1. The catalyst is C(#N)C.O. The product is [CH3:18][O:17][C:3]1[CH:4]=[C:5]([CH:15]=[CH:16][C:2]=1[O:1][CH2:27][C:28]1[CH:33]=[N:32][C:31]([O:34][CH3:35])=[CH:30][CH:29]=1)[CH2:6][NH:7][C:8](=[O:14])[O:9][C:10]([CH3:13])([CH3:12])[CH3:11]. The yield is 0.960.